This data is from Catalyst prediction with 721,799 reactions and 888 catalyst types from USPTO. The task is: Predict which catalyst facilitates the given reaction. Reactant: [CH2:1]([C:3]1[C:11]2[C:6](=[CH:7][CH:8]=[CH:9][C:10]=2[NH:12][C:13]([C:15]2[N:19]3[CH:20]=[CH:21][CH:22]=[CH:23][C:18]3=[N:17][CH:16]=2)=[O:14])[N:5]([CH2:24][C:25]2[CH:30]=[CH:29][CH:28]=[C:27]([O:31]C)[N:26]=2)[N:4]=1)[CH3:2].Cl.C([O-])(O)=O.[Na+]. Product: [CH2:1]([C:3]1[C:11]2[C:6](=[CH:7][CH:8]=[CH:9][C:10]=2[NH:12][C:13]([C:15]2[N:19]3[CH:20]=[CH:21][CH:22]=[CH:23][C:18]3=[N:17][CH:16]=2)=[O:14])[N:5]([CH2:24][C:25]2[CH:30]=[CH:29][CH:28]=[C:27]([OH:31])[N:26]=2)[N:4]=1)[CH3:2]. The catalyst class is: 1.